Dataset: Full USPTO retrosynthesis dataset with 1.9M reactions from patents (1976-2016). Task: Predict the reactants needed to synthesize the given product. (1) The reactants are: [Cl:1][C:2]1[CH:7]=[CH:6][CH:5]=[C:4]([F:8])[C:3]=1[C:9]1[S:10][C:11]2[CH:12]=[N:13][CH:14]=[C:15]([F:18])[C:16]=2[N:17]=1.C1C=C(Cl)C=C(C(OO)=[O:27])C=1. Given the product [Cl:1][C:2]1[CH:7]=[CH:6][CH:5]=[C:4]([F:8])[C:3]=1[C:9]1[S:10][C:11]2[CH:12]=[N+:13]([O-:27])[CH:14]=[C:15]([F:18])[C:16]=2[N:17]=1, predict the reactants needed to synthesize it. (2) Given the product [OH:21][C:20]12[C:19]3[C:14](=[CH:15][CH:16]=[CH:17][C:18]=3[N+:22]([O-:24])=[O:23])[C:3](=[O:25])[C:2]1([NH:1][C:34](=[O:33])[C:35](=[O:37])[CH:2]([CH3:6])[CH2:3][CH3:14])[C:6]1[CH:7]=[CH:8][C:9]([CH:11]([CH3:13])[CH3:12])=[CH:10][C:5]=1[O:4]2, predict the reactants needed to synthesize it. The reactants are: [NH2:1][C:2]12[C:20](=[O:21])[C:19]3[C:14](=[CH:15][CH:16]=[CH:17][C:18]=3[N+:22]([O-:24])=[O:23])[C:3]1([OH:25])[O:4][C:5]1[CH:10]=[C:9]([CH:11]([CH3:13])[CH3:12])[CH:8]=[CH:7][C:6]=12.O=P(Cl)(Cl)Cl.CC(=O)[O:33][CH2:34][CH3:35].[OH2:37]. (3) Given the product [OH:4][CH2:3][CH:2]([NH:1][C:16]([NH:15][C:18]1[CH:19]=[CH:20][C:21]([C:24]2[N:28]=[CH:27][N:26]([C:29]3[CH:34]=[CH:33][C:32]([O:35][C:36]([F:39])([F:37])[F:38])=[CH:31][CH:30]=3)[N:25]=2)=[CH:22][CH:23]=1)=[S:17])[C:5]1[CH:6]=[CH:7][C:8]([C:11]([F:12])([F:13])[F:14])=[CH:9][CH:10]=1, predict the reactants needed to synthesize it. The reactants are: [NH2:1][CH:2]([C:5]1[CH:10]=[CH:9][C:8]([C:11]([F:14])([F:13])[F:12])=[CH:7][CH:6]=1)[CH2:3][OH:4].[N:15]([C:18]1[CH:23]=[CH:22][C:21]([C:24]2[N:28]=[CH:27][N:26]([C:29]3[CH:34]=[CH:33][C:32]([O:35][C:36]([F:39])([F:38])[F:37])=[CH:31][CH:30]=3)[N:25]=2)=[CH:20][CH:19]=1)=[C:16]=[S:17]. (4) Given the product [CH3:1][O:2][C:3]([C:5]1[C:10]([NH2:11])=[N:9][CH:8]=[C:7]([CH3:13])[N:6]=1)=[O:4], predict the reactants needed to synthesize it. The reactants are: [CH3:1][O:2][C:3]([C:5]1[C:10]([NH2:11])=[N:9][CH:8]=[C:7](Br)[N:6]=1)=[O:4].[CH:13]1(P(C2CCCCC2)C2C=CC=CC=2C2C(OC)=CC=CC=2OC)CCCCC1.CB(O)O.P([O-])([O-])([O-])=O.[K+].[K+].[K+]. (5) The reactants are: [C:1]([NH:4][C:5]1[C:6]([C:17]#[C:18][C:19]([CH3:22])([CH3:21])[CH3:20])=[C:7]([OH:16])[C:8](=[CH:13][C:14]=1[Br:15])[C:9]([O:11][CH3:12])=[O:10])(=[O:3])[CH3:2]. Given the product [C:1]([NH:4][C:5]1[C:6]2[CH:17]=[C:18]([C:19]([CH3:22])([CH3:21])[CH3:20])[O:16][C:7]=2[C:8]([C:9]([O:11][CH3:12])=[O:10])=[CH:13][C:14]=1[Br:15])(=[O:3])[CH3:2], predict the reactants needed to synthesize it. (6) Given the product [NH2:1][C:2]1[N:10]=[C:9]2[C:5]([N:6]=[C:7]([CH2:11][CH2:12][CH2:13][NH:14][C:15]([O:17][C:18]([CH3:20])([CH3:19])[CH3:21])=[O:16])[NH:8]2)=[C:4]([O:22][CH2:23][C:24]2[CH:37]=[CH:36][C:27]([CH2:28][NH2:29])=[CH:26][CH:25]=2)[N:3]=1, predict the reactants needed to synthesize it. The reactants are: [NH2:1][C:2]1[N:10]=[C:9]2[C:5]([N:6]=[C:7]([CH2:11][CH2:12][CH2:13][NH:14][C:15]([O:17][C:18]([CH3:21])([CH3:20])[CH3:19])=[O:16])[NH:8]2)=[C:4]([O:22][CH2:23][C:24]2[CH:37]=[CH:36][C:27]([CH2:28][NH:29]C(=O)C(F)(F)F)=[CH:26][CH:25]=2)[N:3]=1.CN.